From a dataset of Reaction yield outcomes from USPTO patents with 853,638 reactions. Predict the reaction yield, written as a fraction of the theoretical maximum amount of product (1.0 means a 100% yield; for example, 0.34 means a 34% yield). (1) The reactants are [Cl:1][C:2]1[S:6][C:5]([S:7]([N:10](S(C2SC(Cl)=CC=2)(=O)=O)[C:11]2[C:19]3[C:14](=[CH:15][CH:16]=[CH:17][C:18]=3[O:20][CH3:21])[N:13]([CH2:22][C:23]3[CH:28]=[CH:27][C:26]([O:29][CH2:30][CH2:31][N:32]([CH3:34])[CH3:33])=[CH:25][CH:24]=3)[N:12]=2)(=[O:9])=[O:8])=[CH:4][CH:3]=1.[OH-].[Na+]. The catalyst is CO. The product is [Cl:1][C:2]1[S:6][C:5]([S:7]([NH:10][C:11]2[C:19]3[C:14](=[CH:15][CH:16]=[CH:17][C:18]=3[O:20][CH3:21])[N:13]([CH2:22][C:23]3[CH:24]=[CH:25][C:26]([O:29][CH2:30][CH2:31][N:32]([CH3:33])[CH3:34])=[CH:27][CH:28]=3)[N:12]=2)(=[O:8])=[O:9])=[CH:4][CH:3]=1. The yield is 0.640. (2) The reactants are [C:1]([O:5][C:6]([N:8]1[CH2:12][CH2:11][CH2:10][C@H:9]1[CH2:13][NH:14][C:15]1[CH:20]=[CH:19][C:18]([C:21]2[CH:26]=[CH:25][CH:24]=[CH:23][CH:22]=2)=[CH:17][C:16]=1[O:27][C:28]1[CH:33]=[CH:32][C:31]([C:34]([O:36]C)=[O:35])=[CH:30][CH:29]=1)=[O:7])([CH3:4])([CH3:3])[CH3:2].[OH-].[Na+]. The catalyst is CO. The product is [C:1]([O:5][C:6]([N:8]1[CH2:12][CH2:11][CH2:10][C@H:9]1[CH2:13][NH:14][C:15]1[CH:20]=[CH:19][C:18]([C:21]2[CH:26]=[CH:25][CH:24]=[CH:23][CH:22]=2)=[CH:17][C:16]=1[O:27][C:28]1[CH:33]=[CH:32][C:31]([C:34]([OH:36])=[O:35])=[CH:30][CH:29]=1)=[O:7])([CH3:4])([CH3:2])[CH3:3]. The yield is 0.950.